From a dataset of Reaction yield outcomes from USPTO patents with 853,638 reactions. Predict the reaction yield, written as a fraction of the theoretical maximum amount of product (1.0 means a 100% yield; for example, 0.34 means a 34% yield). (1) The reactants are [CH2:1]([Cl:8])[C:2]1[CH:7]=[CH:6][CH:5]=[CH:4][CH:3]=1.[N:9]1[CH:14]=[CH:13][C:12]([CH3:15])=[CH:11][CH:10]=1. The catalyst is C(#N)C. The product is [Cl-:8].[CH2:1]([N+:9]1[CH:14]=[CH:13][C:12]([CH3:15])=[CH:11][CH:10]=1)[C:2]1[CH:7]=[CH:6][CH:5]=[CH:4][CH:3]=1. The yield is 0.920. (2) The reactants are [CH2:1]([NH2:6])[CH2:2][CH2:3][CH2:4][CH3:5].C([O:9][C:10]([C:12]1[N:13]=[C:14]2[CH:19]=[CH:18][C:17]([N:20]3[CH2:25][CH2:24][N:23]([C:26](=[O:38])[C:27]4[CH:32]=[C:31]([F:33])[CH:30]=[CH:29][C:28]=4[C:34]([F:37])([F:36])[F:35])[CH2:22][CH2:21]3)=[N:16][N:15]2[CH:39]=1)=O)C. No catalyst specified. The product is [CH2:1]([NH:6][C:10]([C:12]1[N:13]=[C:14]2[CH:19]=[CH:18][C:17]([N:20]3[CH2:25][CH2:24][N:23]([C:26](=[O:38])[C:27]4[CH:32]=[C:31]([F:33])[CH:30]=[CH:29][C:28]=4[C:34]([F:35])([F:37])[F:36])[CH2:22][CH2:21]3)=[N:16][N:15]2[CH:39]=1)=[O:9])[CH2:2][CH2:3][CH2:4][CH3:5]. The yield is 0.390. (3) The reactants are Cl[C:2]1[C:11]([F:12])=[CH:10][C:9]2[C:4](=[CH:5][C:6]([O:13][CH3:14])=[CH:7][CH:8]=2)[N:3]=1.C(N(CC)CC)C. The catalyst is [Pd].C(O)C. The product is [F:12][C:11]1[CH:2]=[N:3][C:4]2[C:9]([CH:10]=1)=[CH:8][CH:7]=[C:6]([O:13][CH3:14])[CH:5]=2. The yield is 0.540. (4) The reactants are [NH2:1][CH2:2][C:3]([CH3:16])([O:5][C:6]1[CH:15]=[CH:14][C:9]([C:10]([O:12][CH3:13])=[O:11])=[CH:8][CH:7]=1)[CH3:4].C(N(CC)CC)C.[F:24][C:25]([F:36])([F:35])[C:26](O[C:26](=[O:27])[C:25]([F:36])([F:35])[F:24])=[O:27].O. The catalyst is C(Cl)Cl. The product is [F:24][C:25]([F:36])([F:35])[C:26]([NH:1][CH2:2][C:3]([CH3:16])([O:5][C:6]1[CH:15]=[CH:14][C:9]([C:10]([O:12][CH3:13])=[O:11])=[CH:8][CH:7]=1)[CH3:4])=[O:27]. The yield is 1.00.